This data is from Reaction yield outcomes from USPTO patents with 853,638 reactions. The task is: Predict the reaction yield, written as a fraction of the theoretical maximum amount of product (1.0 means a 100% yield; for example, 0.34 means a 34% yield). (1) The reactants are [CH:1]1([N:7]2[C:12](=[O:13])[CH2:11][C:10](=[O:14])[N:9]([CH2:15][CH2:16][CH2:17][CH2:18][CH2:19][C:20]([O:22]CC)=[O:21])[C:8]2=[O:25])[CH2:6][CH2:5][CH2:4][CH2:3][CH2:2]1.C(N(C(C)C)CC)(C)C.[N:35]([CH2:38][C:39]([O:41]CC)=[O:40])=[C:36]=[O:37]. The catalyst is C(Cl)(Cl)Cl. The product is [C:39]([CH2:38][NH:35][C:36]([C:11]1[C:12](=[O:13])[N:7]([CH:1]2[CH2:2][CH2:3][CH2:4][CH2:5][CH2:6]2)[C:8](=[O:25])[N:9]([CH2:15][CH2:16][CH2:17][CH2:18][CH2:19][C:20]([OH:22])=[O:21])[C:10]=1[OH:14])=[O:37])([OH:41])=[O:40]. The yield is 0.400. (2) The reactants are [NH2:1][C:2]1[CH:11]=[C:10]([Cl:12])[CH:9]=[CH:8][C:3]=1[C:4]([O:6][CH3:7])=[O:5].[Br:13]N1C(=O)CCC1=O. The catalyst is CN(C=O)C. The product is [NH2:1][C:2]1[CH:11]=[C:10]([Cl:12])[C:9]([Br:13])=[CH:8][C:3]=1[C:4]([O:6][CH3:7])=[O:5]. The yield is 0.930. (3) The reactants are [O:1]=[C:2]1[C:10]2[C:5](=[CH:6][CH:7]=[CH:8][CH:9]=2)[C:4](=[O:11])[N:3]1[C:12]1[C:16]2[CH:17]=[CH:18][C:19]([NH:21][CH:22]=O)=[CH:20][C:15]=2[O:14][N:13]=1.ClC(Cl)(OC(=O)OC(Cl)(Cl)Cl)Cl.CCN(CC)CC. The yield is 0.820. The product is [N+:21]([C:19]1[CH:18]=[CH:17][C:16]2[C:12]([N:3]3[C:4](=[O:11])[C:5]4[C:10](=[CH:9][CH:8]=[CH:7][CH:6]=4)[C:2]3=[O:1])=[N:13][O:14][C:15]=2[CH:20]=1)#[C-:22]. The catalyst is C(Cl)Cl. (4) The reactants are [Br:1][C:2]1[C:3]([CH3:25])=[C:4]([N:8]2[C:13](=[O:14])[CH:12]=[CH:11][N:10](CC3C=CC(OC)=CC=3)[C:9]2=[O:24])[CH:5]=[CH:6][CH:7]=1.FC(F)(F)S(O)(=O)=O. The catalyst is C(O)(C(F)(F)F)=O. The product is [Br:1][C:2]1[C:3]([CH3:25])=[C:4]([N:8]2[C:13](=[O:14])[CH:12]=[CH:11][NH:10][C:9]2=[O:24])[CH:5]=[CH:6][CH:7]=1. The yield is 0.960. (5) The reactants are C(OC([N:8]1[CH2:13][CH2:12][C:11]([CH3:39])([N:14]2[CH2:19][CH2:18][CH:17]([N:20]3[C@H:24]([C:25]4[CH:30]=[CH:29][CH:28]=[CH:27][CH:26]=4)[CH2:23][N:22]([CH:31]4[CH2:36][CH2:35][CH:34]([OH:37])[CH2:33][CH2:32]4)[C:21]3=[O:38])[CH2:16][CH2:15]2)[CH2:10][CH2:9]1)=O)(C)(C)C.C(O)(C(F)(F)F)=O. The catalyst is C(Cl)Cl. The product is [OH:37][CH:34]1[CH2:35][CH2:36][CH:31]([N:22]2[CH2:23][C@@H:24]([C:25]3[CH:26]=[CH:27][CH:28]=[CH:29][CH:30]=3)[N:20]([CH:17]3[CH2:16][CH2:15][N:14]([C:11]4([CH3:39])[CH2:12][CH2:13][NH:8][CH2:9][CH2:10]4)[CH2:19][CH2:18]3)[C:21]2=[O:38])[CH2:32][CH2:33]1. The yield is 0.600. (6) The reactants are Cl.C1COCC1.[Si]([O:14][C:15]1[C:19]2[C:20]([CH3:40])=[C:21]([N:26]3[CH2:31][CH2:30][N:29]([C:32]4[CH:37]=[CH:36][C:35]([O:38][CH3:39])=[CH:34][CH:33]=4)[CH2:28][CH2:27]3)[C:22]([CH3:25])=[C:23]([CH3:24])[C:18]=2[O:17][CH:16]=1)(C(C)(C)C)(C)C. The catalyst is O.C(=O)(O)[O-].[Na+]. The product is [CH3:39][O:38][C:35]1[CH:34]=[CH:33][C:32]([N:29]2[CH2:28][CH2:27][N:26]([C:21]3[C:22]([CH3:25])=[C:23]([CH3:24])[C:18]4[O:17][CH2:16][C:15](=[O:14])[C:19]=4[C:20]=3[CH3:40])[CH2:31][CH2:30]2)=[CH:37][CH:36]=1. The yield is 0.730. (7) The reactants are C(OC([N:8]1[CH2:13][CH2:12][CH:11]([CH2:14][O:15][C:16]2[CH:25]=[C:24]3[C:19]([C:20](=[O:34])[N:21]([CH2:26][O:27][C:28](=[O:33])[C:29]([CH3:32])([CH3:31])[CH3:30])[CH:22]=[N:23]3)=[CH:18][C:17]=2[O:35][CH3:36])[CH2:10][CH2:9]1)=O)(C)(C)C.C(O)(C(F)(F)F)=O. The catalyst is C(Cl)Cl. The product is [CH3:36][O:35][C:17]1[CH:18]=[C:19]2[C:24](=[CH:25][C:16]=1[O:15][CH2:14][CH:11]1[CH2:10][CH2:9][NH:8][CH2:13][CH2:12]1)[N:23]=[CH:22][N:21]([CH2:26][O:27][C:28](=[O:33])[C:29]([CH3:30])([CH3:31])[CH3:32])[C:20]2=[O:34]. The yield is 0.920. (8) The reactants are [CH:1]([C:3]1[CH:8]=[CH:7][C:6](B(O)O)=[CH:5][CH:4]=1)=[O:2].[CH3:12][CH:13]([NH:15][CH2:16][CH2:17][CH2:18][N:19]1[C:28]([S:29][C:30]2[CH:35]=[C:34]3[O:36][CH2:37][O:38][C:33]3=[CH:32][C:31]=2I)=[N:27][C:21]2[C:22]([NH2:26])=[N:23][CH:24]=[N:25][C:20]1=2)[CH3:14].C([O-])(O)=O.[Na+].CN(C=O)C. The catalyst is Cl[Pd](Cl)([P](C1C=CC=CC=1)(C1C=CC=CC=1)C1C=CC=CC=1)[P](C1C=CC=CC=1)(C1C=CC=CC=1)C1C=CC=CC=1.O. The product is [NH2:26][C:22]1[N:23]=[CH:24][N:25]=[C:20]2[C:21]=1[N:27]=[C:28]([S:29][C:30]1[C:31]([C:6]3[CH:7]=[CH:8][C:3]([CH:1]=[O:2])=[CH:4][CH:5]=3)=[CH:32][C:33]3[O:38][CH2:37][O:36][C:34]=3[CH:35]=1)[N:19]2[CH2:18][CH2:17][CH2:16][NH:15][CH:13]([CH3:12])[CH3:14]. The yield is 0.660. (9) The reactants are [Br:1][CH:2]([CH3:6])[C:3](Cl)=[O:4].[NH2:7][C:8]1[CH:13]=[CH:12][CH:11]=[C:10]([Br:14])[C:9]=1[OH:15].C(=O)(O)[O-].[Na+]. The catalyst is C(OCC)(=O)C.O. The product is [Br:1][CH:2]([CH3:6])[C:3]([NH:7][C:8]1[CH:13]=[CH:12][CH:11]=[C:10]([Br:14])[C:9]=1[OH:15])=[O:4]. The yield is 0.990. (10) The reactants are [OH:1][C:2]1[CH:7]=[CH:6][C:5]([C:8]2[O:12][C:11]([CH3:14])([CH3:13])[C:10](=[O:15])[C:9]=2[C:16]2[CH:21]=[CH:20][C:19]([O:22][CH3:23])=[CH:18][CH:17]=2)=[CH:4][CH:3]=1.C([O-])([O-])=O.[K+].[K+].Cl[CH2:31][C:32]1[CH:41]=[CH:40][C:39]2[C:34](=[CH:35][CH:36]=[CH:37][CH:38]=2)[N:33]=1. The catalyst is C(#N)C. The product is [CH3:23][O:22][C:19]1[CH:18]=[CH:17][C:16]([C:9]2[C:10](=[O:15])[C:11]([CH3:13])([CH3:14])[O:12][C:8]=2[C:5]2[CH:4]=[CH:3][C:2]([O:1][CH2:31][C:32]3[CH:41]=[CH:40][C:39]4[C:34](=[CH:35][CH:36]=[CH:37][CH:38]=4)[N:33]=3)=[CH:7][CH:6]=2)=[CH:21][CH:20]=1. The yield is 0.580.